From a dataset of Forward reaction prediction with 1.9M reactions from USPTO patents (1976-2016). Predict the product of the given reaction. (1) Given the reactants [CH2:1]1[CH:5]2[CH2:6][NH:7][CH2:8][CH:4]2[CH2:3][N:2]1[C:9]1[CH:18]=[N:17][C:16]2[C:11](=[CH:12][CH:13]=[CH:14][CH:15]=2)[N:10]=1.[CH3:19][C:20]1[CH:29]=[CH:28][C:27]2[C:22](=[CH:23][CH:24]=[CH:25][CH:26]=2)[C:21]=1[C:30](O)=[O:31], predict the reaction product. The product is: [CH3:19][C:20]1[CH:29]=[CH:28][C:27]2[C:22](=[CH:23][CH:24]=[CH:25][CH:26]=2)[C:21]=1[C:30]([N:7]1[CH2:6][CH:5]2[CH2:1][N:2]([C:9]3[CH:18]=[N:17][C:16]4[C:11](=[CH:12][CH:13]=[CH:14][CH:15]=4)[N:10]=3)[CH2:3][CH:4]2[CH2:8]1)=[O:31]. (2) Given the reactants [Cl:1][C:2]1[CH:10]=[C:6]([C:7]([OH:9])=O)[C:5]([OH:11])=[CH:4][CH:3]=1.[F:12][C:13]1[CH:14]=[C:15]([CH:17]=[C:18]([C:20]([F:23])([F:22])[F:21])[CH:19]=1)[NH2:16], predict the reaction product. The product is: [Cl:1][C:2]1[CH:3]=[CH:4][C:5]([OH:11])=[C:6]([CH:10]=1)[C:7]([NH:16][C:15]1[CH:17]=[C:18]([C:20]([F:21])([F:22])[F:23])[CH:19]=[C:13]([F:12])[CH:14]=1)=[O:9].